Dataset: Full USPTO retrosynthesis dataset with 1.9M reactions from patents (1976-2016). Task: Predict the reactants needed to synthesize the given product. (1) Given the product [CH:1]1([C:4]2[NH:5][C:6]([C:19]3[CH:24]=[CH:23][C:22]([F:25])=[CH:21][C:20]=3[F:26])=[C:7]([C:9]3[N:14]=[C:13]([OH:27])[C:12]([N+:16]([O-:18])=[O:17])=[CH:11][CH:10]=3)[N:8]=2)[CH2:3][CH2:2]1, predict the reactants needed to synthesize it. The reactants are: [CH:1]1([C:4]2[NH:5][C:6]([C:19]3[CH:24]=[CH:23][C:22]([F:25])=[CH:21][C:20]=3[F:26])=[C:7]([C:9]3[N:14]=[C:13](N)[C:12]([N+:16]([O-:18])=[O:17])=[CH:11][CH:10]=3)[N:8]=2)[CH2:3][CH2:2]1.[OH:27]S(O)(=O)=O.N([O-])=O.[Na+].OP([O-])(O)=O.[Na+].[OH-].[Na+]. (2) Given the product [Cl:29][C:23]1[CH:24]=[C:25]([Cl:28])[CH:26]=[CH:27][C:22]=1[CH:8]([C:9]1[C:17]2[C:12](=[C:13]([CH2:19][S:20][CH3:21])[CH:14]=[C:15]([F:18])[CH:16]=2)[NH:11][CH:10]=1)[CH2:7][CH2:6][C:30]#[N:31], predict the reactants needed to synthesize it. The reactants are: CS(O[CH2:6][CH2:7][CH:8]([C:22]1[CH:27]=[CH:26][C:25]([Cl:28])=[CH:24][C:23]=1[Cl:29])[C:9]1[C:17]2[C:12](=[C:13]([CH2:19][S:20][CH3:21])[CH:14]=[C:15]([F:18])[CH:16]=2)[NH:11][CH:10]=1)(=O)=O.[C-:30]#[N:31].[K+]. (3) Given the product [C:1](=[C:4]1[NH:18][C:9](=[O:10])[C:8]2[CH:12]=[CH:13][CH:14]=[CH:15][C:7]=2[S:6]1)([CH3:3])[CH3:2], predict the reactants needed to synthesize it. The reactants are: [CH:1]([C:4]([S:6][C:7]1[CH:15]=[CH:14][CH:13]=[CH:12][C:8]=1[C:9](O)=[O:10])=O)([CH3:3])[CH3:2].C([N:18](CC)CC)C.ClC(OCC)=O.[N-]=[N+]=[N-].[Na+].C(P(CCCC)CCCC)CCC. (4) Given the product [Cl:1][C:2]1[CH:7]=[CH:6][C:5]([CH3:8])=[C:4]([CH2:9][C:12]#[N:13])[CH:3]=1, predict the reactants needed to synthesize it. The reactants are: [Cl:1][C:2]1[CH:7]=[CH:6][C:5]([CH3:8])=[C:4]([CH2:9]Cl)[CH:3]=1.O.[C-:12]#[N:13].[Na+]. (5) The reactants are: [CH3:1][C:2]1([CH2:9][S:10](Cl)(=[O:12])=[O:11])[C:6](=[O:7])[NH:5][C:4](=[O:8])[NH:3]1.[CH3:14][C:15]1[CH:24]=[C:23]([CH2:25][O:26][C:27]2[CH:33]=[CH:32][C:30]([NH2:31])=[CH:29][CH:28]=2)[C:22]2[C:17](=[CH:18][CH:19]=[CH:20][CH:21]=2)[N:16]=1.C(N(CC)CC)C. Given the product [CH3:1][C:2]1([CH2:9][S:10]([NH:31][C:30]2[CH:29]=[CH:28][C:27]([O:26][CH2:25][C:23]3[C:22]4[C:17](=[CH:18][CH:19]=[CH:20][CH:21]=4)[N:16]=[C:15]([CH3:14])[CH:24]=3)=[CH:33][CH:32]=2)(=[O:12])=[O:11])[C:6](=[O:7])[NH:5][C:4](=[O:8])[NH:3]1, predict the reactants needed to synthesize it. (6) Given the product [Cl:8][C:9]1[CH:29]=[CH:28][C:12]2[N:13]([CH3:27])[C:14](=[O:26])[CH:15]([CH2:36][C:37]3[CH:44]=[CH:43][CH:42]=[CH:41][C:38]=3[CH3:39])[N:16]=[C:17]([C:18]3[CH:19]=[CH:20][C:21]([O:24][CH3:25])=[CH:22][CH:23]=3)[C:11]=2[CH:10]=1, predict the reactants needed to synthesize it. The reactants are: C(=O)=O.CC(C)=O.[Cl:8][C:9]1[CH:29]=[CH:28][C:12]2[N:13]([CH3:27])[C:14](=[O:26])[CH2:15][N:16]=[C:17]([C:18]3[CH:23]=[CH:22][C:21]([O:24][CH3:25])=[CH:20][CH:19]=3)[C:11]=2[CH:10]=1.CC([O-])(C)C.[K+].[CH3:36][C:37]1[CH:44]=[CH:43][CH:42]=[CH:41][C:38]=1[CH2:39]Br. (7) Given the product [CH2:27]([O:26][C:24](=[O:25])[CH2:23][O:22][C:19]1[CH:20]=[CH:21][C:16]([C:13]2[CH:14]=[CH:15][C:10]([O:9][CH2:1][C:2]3[CH:7]=[CH:6][CH:5]=[CH:4][CH:3]=3)=[CH:11][CH:12]=2)=[CH:17][CH:18]=1)[CH3:28], predict the reactants needed to synthesize it. The reactants are: [CH2:1](Br)[C:2]1[CH:7]=[CH:6][CH:5]=[CH:4][CH:3]=1.[OH:9][C:10]1[CH:15]=[CH:14][C:13]([C:16]2[CH:21]=[CH:20][C:19]([O:22][CH2:23][C:24]([O:26][CH2:27][CH3:28])=[O:25])=[CH:18][CH:17]=2)=[CH:12][CH:11]=1.C(=O)([O-])[O-].[K+].[K+]. (8) Given the product [C:1]([O:4][C@H:5]1[CH2:22][C@@H:21]([O:23][C:24](=[O:26])[CH3:25])[C@@:20]2([CH3:27])[C:7](=[CH:8][C:9](=[N:28][O:29][CH2:30][CH2:31][CH2:32][N:34]3[CH:38]=[CH:37][N:36]=[CH:35]3)[C@@H:10]3[C@@H:19]2[CH2:18][CH2:17][C@@:15]2([CH3:16])[C@H:11]3[CH2:12][CH2:13][CH2:14]2)[CH2:6]1)(=[O:3])[CH3:2], predict the reactants needed to synthesize it. The reactants are: [C:1]([O:4][C@H:5]1[CH2:22][C@@H:21]([O:23][C:24](=[O:26])[CH3:25])[C@@:20]2([CH3:27])[C:7](=[CH:8][C:9](=[N:28][O:29][CH2:30][CH2:31][CH2:32]Cl)[C@@H:10]3[C@@H:19]2[CH2:18][CH2:17][C@@:15]2([CH3:16])[C@H:11]3[CH2:12][CH2:13][CH2:14]2)[CH2:6]1)(=[O:3])[CH3:2].[NH:34]1[CH:38]=[CH:37][N:36]=[CH:35]1.